From a dataset of Reaction yield outcomes from USPTO patents with 853,638 reactions. Predict the reaction yield, written as a fraction of the theoretical maximum amount of product (1.0 means a 100% yield; for example, 0.34 means a 34% yield). (1) The reactants are [Br:1][C:2]1[CH:7]=[CH:6][C:5]([C@@H:8]([N:10]2[CH2:15][CH2:14][C@:13]([CH2:22][C:23](=[O:25])[CH3:24])([C:16]3[CH:21]=[CH:20][CH:19]=[CH:18][CH:17]=3)[O:12][C:11]2=[O:26])[CH3:9])=[CH:4][CH:3]=1.[CH3:27][Mg]Br. The catalyst is C1COCC1. The product is [Br:1][C:2]1[CH:7]=[CH:6][C:5]([C@@H:8]([N:10]2[CH2:15][CH2:14][C@:13]([CH2:22][C:23]([OH:25])([CH3:27])[CH3:24])([C:16]3[CH:17]=[CH:18][CH:19]=[CH:20][CH:21]=3)[O:12][C:11]2=[O:26])[CH3:9])=[CH:4][CH:3]=1. The yield is 0.650. (2) The product is [CH2:15]([O:14][C:13]([NH:12][C@@H:7]1[CH2:6][C:5]2[C:9](=[CH:10][CH:11]=[C:3]([CH2:2][N:36]3[C:35]([C:34]([F:46])([F:33])[F:45])=[C:39]([C:40]([O:42][CH2:43][CH3:44])=[O:41])[CH:38]=[N:37]3)[CH:4]=2)[CH2:8]1)=[O:22])[C:16]1[CH:21]=[CH:20][CH:19]=[CH:18][CH:17]=1. The yield is 0.0310. The reactants are O[CH2:2][C:3]1[CH:4]=[C:5]2[C:9](=[CH:10][CH:11]=1)[CH2:8][C@H:7]([NH:12][C:13](=[O:22])[O:14][CH2:15][C:16]1[CH:21]=[CH:20][CH:19]=[CH:18][CH:17]=1)[CH2:6]2.S(Cl)(Cl)=O.C(=O)([O-])[O-].[K+].[K+].[F:33][C:34]([F:46])([F:45])[C:35]1[C:39]([C:40]([O:42][CH2:43][CH3:44])=[O:41])=[CH:38][NH:37][N:36]=1. The catalyst is C(Cl)Cl.CN(C=O)C. (3) The product is [CH:30]1([CH2:33][NH:34][C:5]2[N:10]=[C:9]([C:11]3[CH:12]=[C:13]4[CH:29]=[N:28][NH:27][C:14]4=[N:15][C:16]=3[C:17]3[CH:22]=[CH:21][CH:20]=[C:19]([C:23]([F:25])([F:26])[F:24])[CH:18]=3)[CH:8]=[CH:7][N:6]=2)[CH2:32][CH2:31]1. The reactants are CS([C:5]1[N:10]=[C:9]([C:11]2[CH:12]=[C:13]3[CH:29]=[N:28][NH:27][C:14]3=[N:15][C:16]=2[C:17]2[CH:22]=[CH:21][CH:20]=[C:19]([C:23]([F:26])([F:25])[F:24])[CH:18]=2)[CH:8]=[CH:7][N:6]=1)(=O)=O.[CH:30]1([CH2:33][NH2:34])[CH2:32][CH2:31]1. The catalyst is C1COCC1. The yield is 0.670. (4) The reactants are [C:1]([O:5][C:6]([NH:8][CH2:9][CH2:10][CH2:11][O:12][C:13]1[CH:22]=[C:21]([N:23]2[CH2:28][CH2:27][O:26][CH2:25][CH2:24]2)[CH:20]=[CH:19][C:14]=1[C:15]([O:17]C)=[O:16])=[O:7])([CH3:4])([CH3:3])[CH3:2].[OH-].[K+]. The catalyst is C(O)C.O. The product is [C:1]([O:5][C:6]([NH:8][CH2:9][CH2:10][CH2:11][O:12][C:13]1[CH:22]=[C:21]([N:23]2[CH2:24][CH2:25][O:26][CH2:27][CH2:28]2)[CH:20]=[CH:19][C:14]=1[C:15]([OH:17])=[O:16])=[O:7])([CH3:4])([CH3:2])[CH3:3]. The yield is 0.990. (5) The reactants are [CH3:1][O:2][C:3](=[O:49])[NH:4][C@@H:5]([CH:46]([CH3:48])[CH3:47])[C:6]([N:8]1[CH2:12][C@@H:11]([O:13][CH2:14][CH3:15])[CH2:10][C@H:9]1[C:16]1[NH:20][C:19]2[C:21]3[C:26]([CH:27]=[CH:28][C:18]=2[N:17]=1)=[CH:25][C:24]1[C:29]2[C:34]([CH2:35][O:36][C:23]=1[CH:22]=3)=[CH:33][C:32](B1OC(C)(C)C(C)(C)O1)=[CH:31][CH:30]=2)=[O:7].Br[C:51]1[NH:55][C:54]([C@@H:56]2[CH2:60][CH2:59][CH2:58][N:57]2[C:61]([O:63][C:64]([CH3:67])([CH3:66])[CH3:65])=[O:62])=[N:53][CH:52]=1.C(=O)([O-])[O-].[K+].[K+]. The catalyst is COCCOC.CN(C=O)C.C1C=CC([P]([Pd]([P](C2C=CC=CC=2)(C2C=CC=CC=2)C2C=CC=CC=2)([P](C2C=CC=CC=2)(C2C=CC=CC=2)C2C=CC=CC=2)[P](C2C=CC=CC=2)(C2C=CC=CC=2)C2C=CC=CC=2)(C2C=CC=CC=2)C2C=CC=CC=2)=CC=1.C1C=CC(P(C2C=CC=CC=2)[C-]2C=CC=C2)=CC=1.C1C=CC(P(C2C=CC=CC=2)[C-]2C=CC=C2)=CC=1.Cl[Pd]Cl.[Fe+2]. The product is [CH2:14]([O:13][C@@H:11]1[CH2:12][N:8]([C:6](=[O:7])[C@H:5]([CH:46]([CH3:47])[CH3:48])[NH:4][C:3]([O:2][CH3:1])=[O:49])[C@H:9]([C:16]2[NH:20][C:19]3[C:21]4[C:26]([CH:27]=[CH:28][C:18]=3[N:17]=2)=[CH:25][C:24]2[C:29]3[C:34]([CH2:35][O:36][C:23]=2[CH:22]=4)=[CH:33][C:32]([C:51]2[NH:55][C:54]([C@@H:56]4[CH2:60][CH2:59][CH2:58][N:57]4[C:61]([O:63][C:64]([CH3:67])([CH3:66])[CH3:65])=[O:62])=[N:53][CH:52]=2)=[CH:31][CH:30]=3)[CH2:10]1)[CH3:15]. The yield is 0.330.